From a dataset of Reaction yield outcomes from USPTO patents with 853,638 reactions. Predict the reaction yield, written as a fraction of the theoretical maximum amount of product (1.0 means a 100% yield; for example, 0.34 means a 34% yield). (1) The reactants are C([O:3][C:4]([C:6]1[CH:10]=[C:9]([C:11]2[N:15]3[C:16]4[C:21]([N:22]=[C:23]([NH:24][CH2:25][CH2:26][CH2:27][OH:28])[C:14]3=[N:13][CH:12]=2)=[CH:20][C:19]([C:29]([F:32])([F:31])[F:30])=[CH:18][CH:17]=4)[NH:8][N:7]=1)=O)C.[CH3:33][NH2:34]. The catalyst is C1COCC1. The product is [OH:28][CH2:27][CH2:26][CH2:25][NH:24][C:23]1[C:14]2[N:15]([C:11]([C:9]3[NH:8][N:7]=[C:6]([C:4]([NH:34][CH3:33])=[O:3])[CH:10]=3)=[CH:12][N:13]=2)[C:16]2[C:21]([N:22]=1)=[CH:20][C:19]([C:29]([F:32])([F:31])[F:30])=[CH:18][CH:17]=2. The yield is 0.440. (2) The reactants are [CH:1]1([CH2:4][N:5]([CH2:18][CH:19]2[CH2:21][CH2:20]2)[C:6]2[C:15]3[C:10](=[CH:11][CH:12]=[CH:13][CH:14]=3)[N:9]=[CH:8][C:7]=2[CH2:16][OH:17])[CH2:3][CH2:2]1. The catalyst is C(Cl)Cl.O=[Mn]=O. The product is [CH:19]1([CH2:18][N:5]([CH2:4][CH:1]2[CH2:2][CH2:3]2)[C:6]2[C:15]3[C:10](=[CH:11][CH:12]=[CH:13][CH:14]=3)[N:9]=[CH:8][C:7]=2[CH:16]=[O:17])[CH2:21][CH2:20]1. The yield is 0.900. (3) The reactants are O[C:2]1[CH:3]=[N:4][CH:5]=[CH:6][C:7]=1[NH:8][C:9](=[O:19])[C:10]1[CH:15]=[CH:14][C:13]([N+:16]([O-:18])=[O:17])=[CH:12][CH:11]=1.[OH-].[Na+]. The catalyst is O. The product is [N+:16]([C:13]1[CH:12]=[CH:11][C:10]([C:9]2[O:19][C:2]3[CH:3]=[N:4][CH:5]=[CH:6][C:7]=3[N:8]=2)=[CH:15][CH:14]=1)([O-:18])=[O:17]. The yield is 0.730. (4) The reactants are [Cl:1][C:2]1[C:3]([O:12][C:13]2[CH:18]=[C:17]([O:19][CH2:20][CH2:21][O:22][CH3:23])[CH:16]=[CH:15][C:14]=2/[CH:24]=[CH:25]/[CH2:26][OH:27])=[N:4][CH:5]=[C:6]([C:8]([F:11])([F:10])[F:9])[CH:7]=1.Cl[S:29]([N:32]=[C:33]=[O:34])(=[O:31])=[O:30].[NH2:35][CH2:36][CH2:37][N:38]1[CH2:42][CH2:41][CH2:40][CH2:39]1.Cl. The catalyst is C(#N)C.N1C=CC=CC=1. The product is [N:38]1([CH2:37][CH2:36][NH:35][S:29]([NH:32][C:33](=[O:34])[O:27][CH2:26]/[CH:25]=[CH:24]/[C:14]2[CH:15]=[CH:16][C:17]([O:19][CH2:20][CH2:21][O:22][CH3:23])=[CH:18][C:13]=2[O:12][C:3]2[C:2]([Cl:1])=[CH:7][C:6]([C:8]([F:9])([F:11])[F:10])=[CH:5][N:4]=2)(=[O:31])=[O:30])[CH2:42][CH2:41][CH2:40][CH2:39]1. The yield is 0.430. (5) The reactants are [Br:1][C:2]1[C:3]([C:11]([OH:13])=[O:12])=[N:4][C:5]([CH2:8][O:9][CH3:10])=[CH:6][CH:7]=1.[CH3:14][Si](C=[N+]=[N-])(C)C. The catalyst is C1C=CC=CC=1.CO. The product is [CH3:14][O:12][C:11]([C:3]1[C:2]([Br:1])=[CH:7][CH:6]=[C:5]([CH2:8][O:9][CH3:10])[N:4]=1)=[O:13]. The yield is 0.750. (6) The reactants are [Br:1][C:2]1[C:11]([OH:12])=[C:10]2[C:5]([CH:6]=[CH:7][C:8]([CH3:13])=[N:9]2)=[CH:4][CH:3]=1.N1C=CN=C1.[C:19]([Si:23](Cl)([CH3:25])[CH3:24])([CH3:22])([CH3:21])[CH3:20]. The catalyst is [NH4+].[Cl-].C(Cl)Cl. The product is [Br:1][C:2]1[C:11]([O:12][Si:23]([C:19]([CH3:22])([CH3:21])[CH3:20])([CH3:25])[CH3:24])=[C:10]2[C:5]([CH:6]=[CH:7][C:8]([CH3:13])=[N:9]2)=[CH:4][CH:3]=1. The yield is 0.760.